From a dataset of Full USPTO retrosynthesis dataset with 1.9M reactions from patents (1976-2016). Predict the reactants needed to synthesize the given product. (1) Given the product [C:37]([O:36][C:34](=[O:35])[NH:41][C@H:42]([C:46]([N:15]1[CH2:16][CH2:17][N:18]([CH2:20][C:21]2[CH:26]=[CH:25][CH:24]=[CH:23][CH:22]=2)[CH2:19][C@H:14]1[C:12](=[O:13])[NH:11][C@H:1]1[C:10]2[C:5](=[CH:6][CH:7]=[CH:8][CH:9]=2)[CH2:4][CH2:3][CH2:2]1)=[O:47])[CH:43]([CH3:44])[CH3:45])([CH3:38])([CH3:40])[CH3:39], predict the reactants needed to synthesize it. The reactants are: [C@H:1]1([NH:11][C:12]([C@@H:14]2[CH2:19][N:18]([CH2:20][C:21]3[CH:26]=[CH:25][CH:24]=[CH:23][CH:22]=3)[CH2:17][CH2:16][NH:15]2)=[O:13])[C:10]2[C:5](=[CH:6][CH:7]=[CH:8][CH:9]=2)[CH2:4][CH2:3][CH2:2]1.C(NC(C)C)(C)C.[C:34]([NH:41][C@H:42]([C:46](O)=[O:47])[CH:43]([CH3:45])[CH3:44])([O:36][C:37]([CH3:40])([CH3:39])[CH3:38])=[O:35].CN(C(ON1N=NC2C=CC=CC1=2)=[N+](C)C)C.F[P-](F)(F)(F)(F)F.C1C=CC2N(O)N=NC=2C=1. (2) Given the product [Cl:2][C:3]1[C:4]2[C:11]([C:18]#[C:17][Si:14]([CH3:16])([CH3:15])[CH3:13])=[CH:10][NH:9][C:5]=2[N:6]=[CH:7][N:8]=1, predict the reactants needed to synthesize it. The reactants are: [Al].[Cl:2][C:3]1[C:4]2[C:11](I)=[CH:10][NH:9][C:5]=2[N:6]=[CH:7][N:8]=1.[CH3:13][Si:14]([C:17]#[CH:18])([CH3:16])[CH3:15].C(N(CC)CC)C. (3) Given the product [C:1]([O:5][C:6](=[O:36])[CH2:7][C@@:8]1([C:24]([O:26][CH2:27][C:28]2[CH:33]=[CH:32][C:31]([O:34][CH3:35])=[CH:30][CH:29]=2)=[O:25])[C@H:12]([CH3:13])[CH2:11][N:10]([C:14]([O:16][CH2:17][C:18]2[CH:19]=[CH:20][CH:21]=[CH:22][CH:23]=2)=[O:15])[CH2:9]1)([CH3:4])([CH3:2])[CH3:3], predict the reactants needed to synthesize it. The reactants are: [C:1]([O:5][C:6](=[O:36])[CH2:7][C:8]1([C:24]([O:26][CH2:27][C:28]2[CH:33]=[CH:32][C:31]([O:34][CH3:35])=[CH:30][CH:29]=2)=[O:25])[CH:12]([CH3:13])[CH2:11][N:10]([C:14]([O:16][CH2:17][C:18]2[CH:23]=[CH:22][CH:21]=[CH:20][CH:19]=2)=[O:15])[CH2:9]1)([CH3:4])([CH3:3])[CH3:2]. (4) The reactants are: [CH:1]([C:3]1[CH:12]=[CH:11][C:6]([C:7]([O:9][CH3:10])=[O:8])=[CH:5][N:4]=1)=O.[CH3:13][C:14]1[CH:19]=[C:18]([NH2:20])[CH:17]=[C:16]([CH3:21])[C:15]=1[C:22]1[CH:27]=[CH:26][C:25]([C:28]([F:31])([F:30])[F:29])=[CH:24][CH:23]=1. Given the product [CH3:13][C:14]1[CH:19]=[C:18]([NH:20][CH:1]([C:3]2[CH:12]=[CH:11][C:6]([C:7]([O:9][CH3:10])=[O:8])=[CH:5][N:4]=2)[CH2:5][CH:6]([CH3:11])[CH3:7])[CH:17]=[C:16]([CH3:21])[C:15]=1[C:22]1[CH:27]=[CH:26][C:25]([C:28]([F:30])([F:29])[F:31])=[CH:24][CH:23]=1, predict the reactants needed to synthesize it. (5) Given the product [Br:1][CH2:2][C:3]([C:25]([F:26])([F:27])[F:28])([OH:24])[CH:4]([NH:13][C:14]1[C:23]2[C:18](=[CH:19][CH:20]=[CH:21][CH:22]=2)[CH:17]=[CH:16][CH:15]=1)[C:5]1[CH:10]=[CH:9][CH:8]=[C:7]([OH:11])[CH:6]=1, predict the reactants needed to synthesize it. The reactants are: [Br:1][CH2:2][C:3]([C:25]([F:28])([F:27])[F:26])([OH:24])[CH:4]([NH:13][C:14]1[C:23]2[C:18](=[CH:19][CH:20]=[CH:21][CH:22]=2)[CH:17]=[CH:16][CH:15]=1)[C:5]1[CH:10]=[CH:9][CH:8]=[C:7]([O:11]C)[CH:6]=1.B(Br)(Br)Br.C(=O)(O)[O-].[Na+].C(OCC)(=O)C. (6) The reactants are: [NH2:1][C@H:2]1[CH2:6][N:5]([C:7]([O:9][C:10]([CH3:13])([CH3:12])[CH3:11])=[O:8])[C@@H:4]([CH3:14])[CH2:3]1.C(N(CC)CC)C.[Cl:22][C:23]1[CH:24]=[CH:25][C:26]([O:33][CH3:34])=[C:27]([S:29](Cl)(=[O:31])=[O:30])[CH:28]=1.O. Given the product [Cl:22][C:23]1[CH:24]=[CH:25][C:26]([O:33][CH3:34])=[C:27]([S:29]([NH:1][C@H:2]2[CH2:6][N:5]([C:7]([O:9][C:10]([CH3:13])([CH3:12])[CH3:11])=[O:8])[C@@H:4]([CH3:14])[CH2:3]2)(=[O:30])=[O:31])[CH:28]=1, predict the reactants needed to synthesize it.